This data is from Full USPTO retrosynthesis dataset with 1.9M reactions from patents (1976-2016). The task is: Predict the reactants needed to synthesize the given product. (1) Given the product [CH2:1]([O:3][C:4]([C:6]1[C:14]2[C:9](=[CH:10][CH:11]=[C:12]([O:15][C:36]3[CH:35]=[CH:34][CH:33]=[C:32]([C:31]([F:42])([F:41])[F:30])[CH:37]=3)[CH:13]=2)[N:8]([C:16]2[CH:21]=[CH:20][C:19]([O:22][CH3:23])=[CH:18][CH:17]=2)[C:7]=1[CH2:24][C:25]([O:27][CH2:28][CH3:29])=[O:26])=[O:5])[CH3:2], predict the reactants needed to synthesize it. The reactants are: [CH2:1]([O:3][C:4]([C:6]1[C:14]2[C:9](=[CH:10][CH:11]=[C:12]([OH:15])[CH:13]=2)[N:8]([C:16]2[CH:21]=[CH:20][C:19]([O:22][CH3:23])=[CH:18][CH:17]=2)[C:7]=1[CH2:24][C:25]([O:27][CH2:28][CH3:29])=[O:26])=[O:5])[CH3:2].[F:30][C:31]([F:42])([F:41])[C:32]1[CH:33]=[C:34](B(O)O)[CH:35]=[CH:36][CH:37]=1. (2) The reactants are: [Si:1]([O:8][C@@H:9]1[C@@H:14]([N:15]2[C:24](=[O:25])[C:23]3[C:18](=[C:19]4[CH:40]=[CH:39][CH:38]=[CH:37][C:20]4=[C:21]([CH2:26][C:27]4[CH:28]=[CH:29][C:30]([C:33](OC)=[O:34])=[N:31][CH:32]=4)[CH:22]=3)[N:17]=[CH:16]2)[CH2:13][CH2:12][O:11][CH2:10]1)([C:4]([CH3:7])([CH3:6])[CH3:5])([CH3:3])[CH3:2].[BH4-].[Na+].[Cl-].[NH4+].ClC1C(=O)C(C#N)=C(C#N)C(=O)C=1Cl. Given the product [Si:1]([O:8][C@@H:9]1[C@@H:14]([N:15]2[C:24](=[O:25])[C:23]3[C:18](=[C:19]4[CH:40]=[CH:39][CH:38]=[CH:37][C:20]4=[C:21]([CH2:26][C:27]4[CH:32]=[N:31][C:30]([CH2:33][OH:34])=[CH:29][CH:28]=4)[CH:22]=3)[N:17]=[CH:16]2)[CH2:13][CH2:12][O:11][CH2:10]1)([C:4]([CH3:5])([CH3:6])[CH3:7])([CH3:2])[CH3:3], predict the reactants needed to synthesize it. (3) The reactants are: [CH2:1]([N:3]1[CH:7]=[C:6]([C:8]2[C:13]3[C:14](=[O:17])[NH:15][CH2:16][C:12]=3[CH:11]=[C:10]([NH:18][C@@H:19]3[CH2:24][CH2:23][CH2:22][CH2:21][C@@H:20]3[NH:25]C(=O)OC(C)(C)C)[N:9]=2)[CH:5]=[N:4]1)[CH3:2].[B-](F)(F)(F)[F:34].[B-](F)(F)(F)F.C1[N+]2(CCl)CC[N+](F)(CC2)C1. Given the product [NH2:25][C@H:20]1[CH2:21][CH2:22][CH2:23][CH2:24][C@H:19]1[NH:18][C:10]1[N:9]=[C:8]([C:6]2[CH:5]=[N:4][N:3]([CH2:1][CH3:2])[CH:7]=2)[C:13]2[C:14](=[O:17])[NH:15][CH2:16][C:12]=2[C:11]=1[F:34], predict the reactants needed to synthesize it. (4) Given the product [Cl:2][C:3]1[CH:4]=[CH:5][C:6]2[CH2:12][CH2:11][N:10]([C:19](=[O:20])[CH2:18][CH2:17][O:16][CH3:15])[CH2:9][C@H:8]([CH3:13])[C:7]=2[CH:14]=1, predict the reactants needed to synthesize it. The reactants are: Cl.[Cl:2][C:3]1[CH:4]=[CH:5][C:6]2[CH2:12][CH2:11][NH:10][CH2:9][C@H:8]([CH3:13])[C:7]=2[CH:14]=1.[CH3:15][O:16][CH2:17][CH2:18][C:19](Cl)=[O:20].N1C=CC=CC=1. (5) Given the product [C:1]([O:5][C:6](=[O:25])[C@@H:7]([NH:8][C:9]([O:11][C:12]([CH3:13])([CH3:14])[CH3:15])=[O:10])[CH2:16][C@H:17]([CH2:39][C:38]1[CH:41]=[C:42]([C:45]([F:46])([F:48])[F:47])[CH:43]=[CH:44][C:37]=1[F:36])[C:18]([O:20][C:21]([CH3:24])([CH3:23])[CH3:22])=[O:19])([CH3:2])([CH3:3])[CH3:4], predict the reactants needed to synthesize it. The reactants are: [C:1]([O:5][C:6](=[O:25])[C@H:7]([CH2:16][CH2:17][C:18]([O:20][C:21]([CH3:24])([CH3:23])[CH3:22])=[O:19])[NH:8][C:9]([O:11][C:12]([CH3:15])([CH3:14])[CH3:13])=[O:10])([CH3:4])([CH3:3])[CH3:2].[Li].C[Si]([N-][Si](C)(C)C)(C)C.[F:36][C:37]1[CH:44]=[CH:43][C:42]([C:45]([F:48])([F:47])[F:46])=[CH:41][C:38]=1[CH2:39]Br. (6) Given the product [Br:8][C:6]1[C:5]([F:9])=[CH:4][C:3]([F:10])=[C:2]([CH:7]=1)[CH:18]=[O:19], predict the reactants needed to synthesize it. The reactants are: Br[C:2]1[CH:7]=[C:6]([Br:8])[C:5]([F:9])=[CH:4][C:3]=1[F:10].C([Li])CCC.CN(C)[CH:18]=[O:19].